This data is from Full USPTO retrosynthesis dataset with 1.9M reactions from patents (1976-2016). The task is: Predict the reactants needed to synthesize the given product. (1) The reactants are: [CH3:1][O:2][C:3]1[CH:22]=[CH:21][C:6]2[C:7]3([C:17](F)(F)F)[CH2:15][CH2:14][C:13](=[O:16])[CH:12]=[C:8]3[CH2:9][CH2:10][CH2:11][C:5]=2[CH:4]=1.N[CH:24](C(O)=O)CCSC.[CH3:32]S(O)(=O)=O. Given the product [CH2:17]([C@:7]12[CH2:15][CH2:14][C:13](=[O:16])[CH:12]=[C:8]1[CH2:9][CH2:10][CH2:11][C:5]1[CH:4]=[C:3]([O:2][CH3:1])[CH:22]=[CH:21][C:6]=12)[CH3:24].[CH2:17]([C@@:7]12[CH2:15][CH2:14][C:13](=[O:16])[CH:12]=[C:8]1[CH2:9][CH2:10][CH2:11][C:5]1[CH:4]=[C:3]([O:2][CH3:1])[CH:22]=[CH:21][C:6]=12)[CH3:32], predict the reactants needed to synthesize it. (2) Given the product [CH3:30][N:27]1[CH2:26][CH2:25][CH:24]([O:23][CH:22]([C:18]2[CH:19]=[CH:20][CH:21]=[C:16]([C:15]#[C:14][CH:11]3[CH2:10][CH2:9][NH:8][CH2:13][CH2:12]3)[CH:17]=2)[C:31]2[NH:32][C:33]3[CH:39]=[CH:38][CH:37]=[CH:36][C:34]=3[N:35]=2)[CH2:29][CH2:28]1, predict the reactants needed to synthesize it. The reactants are: C(OC([N:8]1[CH2:13][CH2:12][CH:11]([C:14]#[C:15][C:16]2[CH:21]=[CH:20][CH:19]=[C:18]([CH:22]([C:31]3[NH:35][C:34]4[CH:36]=[CH:37][CH:38]=[CH:39][C:33]=4[N:32]=3)[O:23][CH:24]3[CH2:29][CH2:28][N:27]([CH3:30])[CH2:26][CH2:25]3)[CH:17]=2)[CH2:10][CH2:9]1)=O)(C)(C)C.C1(O)C=CC=CC=1.Cl[Si](C)(C)C. (3) Given the product [ClH:38].[Cl:38][C:10]1[C:11]([C:18]2[CH:19]=[CH:20][C:21]([O:24][CH:25]3[CH2:30][CH2:29][CH2:28][NH:27][CH2:26]3)=[CH:22][CH:23]=2)=[C:12]([C:14]([F:16])([F:15])[F:17])[CH:13]=[C:8]([NH:7][C:4]2[N:3]=[C:2]([NH2:1])[NH:6][N:5]=2)[CH:9]=1, predict the reactants needed to synthesize it. The reactants are: [NH2:1][C:2]1[NH:6][N:5]=[C:4]([NH:7][C:8]2[CH:13]=[C:12]([C:14]([F:17])([F:16])[F:15])[C:11]([C:18]3[CH:23]=[CH:22][C:21]([O:24][CH:25]4[CH2:30][CH2:29][CH2:28][N:27](C(OC(C)(C)C)=O)[CH2:26]4)=[CH:20][CH:19]=3)=[C:10]([Cl:38])[CH:9]=2)[N:3]=1.Cl. (4) The reactants are: [OH:1][CH:2]1[CH2:7][CH2:6][CH:5]([NH:8][C:9]2[CH:10]=[C:11]([C:17]3[CH:22]=[CH:21][CH:20]=[C:19]([S:23]([CH3:26])(=[O:25])=[O:24])[CH:18]=3)[CH:12]=[CH:13][C:14]=2[C:15]#[N:16])[CH2:4][CH2:3]1.[OH-:27].[K+].OO. Given the product [OH:1][CH:2]1[CH2:7][CH2:6][CH:5]([NH:8][C:9]2[CH:10]=[C:11]([C:17]3[CH:22]=[CH:21][CH:20]=[C:19]([S:23]([CH3:26])(=[O:25])=[O:24])[CH:18]=3)[CH:12]=[CH:13][C:14]=2[C:15]([NH2:16])=[O:27])[CH2:4][CH2:3]1, predict the reactants needed to synthesize it. (5) Given the product [Br:1][C:2]1[C:7]2[O:8][CH2:9][C:10](=[O:12])[NH:11][C:6]=2[CH:5]=[C:4]([C:13]([Cl:19])=[O:15])[CH:3]=1, predict the reactants needed to synthesize it. The reactants are: [Br:1][C:2]1[C:7]2[O:8][CH2:9][C:10](=[O:12])[NH:11][C:6]=2[CH:5]=[C:4]([C:13]([OH:15])=O)[CH:3]=1.C(Cl)(=O)C([Cl:19])=O. (6) Given the product [CH2:31]([NH:34][CH2:6][CH2:7][O:8][C:9]1[CH:14]=[CH:13][C:12]([C:15]#[C:16][C:17]2[CH:22]=[CH:21][C:20]([C:23]3[CH:24]=[CH:25][C:26]([Cl:29])=[CH:27][CH:28]=3)=[CH:19][N:18]=2)=[CH:11][C:10]=1[CH3:30])[CH:32]=[CH2:33], predict the reactants needed to synthesize it. The reactants are: CS(O[CH2:6][CH2:7][O:8][C:9]1[CH:14]=[CH:13][C:12]([C:15]#[C:16][C:17]2[CH:22]=[CH:21][C:20]([C:23]3[CH:28]=[CH:27][C:26]([Cl:29])=[CH:25][CH:24]=3)=[CH:19][N:18]=2)=[CH:11][C:10]=1[CH3:30])(=O)=O.[CH2:31]([NH2:34])[CH:32]=[CH2:33]. (7) The reactants are: Br[C:2]1[CH:7]=[CH:6][C:5]([Br:8])=[CH:4][N:3]=1.[C:9]([NH:19][CH2:20][C:21]#[CH:22])([O:11][CH2:12][C:13]1[CH:18]=[CH:17][CH:16]=[CH:15][CH:14]=1)=[O:10]. Given the product [Br:8][C:5]1[CH:6]=[CH:7][C:2]([C:22]#[C:21][CH2:20][NH:19][C:9](=[O:10])[O:11][CH2:12][C:13]2[CH:18]=[CH:17][CH:16]=[CH:15][CH:14]=2)=[N:3][CH:4]=1, predict the reactants needed to synthesize it.